Task: Predict the reactants needed to synthesize the given product.. Dataset: Full USPTO retrosynthesis dataset with 1.9M reactions from patents (1976-2016) (1) Given the product [CH3:10][C:3]([CH3:9])([C:4](=[O:6])[CH2:14][C:15]#[N:16])[C:1]#[N:2], predict the reactants needed to synthesize it. The reactants are: [C:1]([C:3]([CH3:10])([CH3:9])[C:4]([O:6]CC)=O)#[N:2].CC(C)C(=O)[CH2:14][C:15]#[N:16]. (2) Given the product [NH2:1][C:4]1[CH:15]=[CH:14][CH:13]=[CH:12][C:5]=1[CH:6]=[CH:7][C:8]([O:10][CH3:11])=[O:9], predict the reactants needed to synthesize it. The reactants are: [N+:1]([C:4]1[CH:15]=[CH:14][CH:13]=[CH:12][C:5]=1[CH:6]=[CH:7][C:8]([O:10][CH3:11])=[O:9])([O-])=O.O.O.Cl[Sn]Cl.C(=O)(O)[O-].[Na+].